Predict the reactants needed to synthesize the given product. From a dataset of Full USPTO retrosynthesis dataset with 1.9M reactions from patents (1976-2016). (1) Given the product [CH2:1]([N:9]([CH3:25])[C:10]([C@@H:12]1[CH2:16][C@@H:15]([OH:17])[CH2:14][NH:13]1)=[O:11])[CH2:2][CH2:3][CH2:4][CH2:5][CH:6]=[CH:7][CH3:8], predict the reactants needed to synthesize it. The reactants are: [CH2:1]([N:9]([CH3:25])[C:10]([C@@H:12]1[CH2:16][C@@H:15]([OH:17])[CH2:14][N:13]1C(OC(C)(C)C)=O)=[O:11])[CH2:2][CH2:3][CH2:4][CH2:5][CH:6]=[CH:7][CH3:8].C(N(C)C([C@@H]1C[C@@H](O)CN1)=O)CCCC=C. (2) Given the product [C:40]([NH:39][C:37]1[S:38][C:34]2[C:33]([C:45]#[N:46])=[C:32]([O:31][C:30]3[CH:29]=[C:28]([NH:27][C:4](=[O:6])[C:3]4[CH:7]=[CH:8][CH:9]=[C:10]([C:11]([C:14]#[N:15])([CH3:13])[CH3:12])[C:2]=4[Cl:1])[CH:49]=[CH:48][CH:47]=3)[CH:44]=[CH:43][C:35]=2[N:36]=1)(=[O:42])[CH3:41], predict the reactants needed to synthesize it. The reactants are: [Cl:1][C:2]1[C:10]([C:11]([C:14]#[N:15])([CH3:13])[CH3:12])=[CH:9][CH:8]=[CH:7][C:3]=1[C:4]([OH:6])=O.C(Cl)(=O)C(Cl)=O.CN(C)C=O.[NH2:27][C:28]1[CH:29]=[C:30]([CH:47]=[CH:48][CH:49]=1)[O:31][C:32]1[CH:44]=[CH:43][C:35]2[N:36]=[C:37]([NH:39][C:40](=[O:42])[CH3:41])[S:38][C:34]=2[C:33]=1[C:45]#[N:46]. (3) Given the product [CH2:13]1[C:22]2[C:23](=[CH:11][CH:5]=[CH:6][CH:7]=2)[CH2:14][CH:12]1[N:4]1[CH:9]=[C:6]2[C:5]([N:4]([CH:12]([CH3:14])[CH3:13])[C:3](=[O:15])[N:2]([CH3:1])[C:7]2=[O:8])=[CH:11]1, predict the reactants needed to synthesize it. The reactants are: [CH3:1][N:2]1[C:7](=[O:8])[C:6]([CH:9]=O)=[C:5]([CH3:11])[N:4]([CH:12]([CH3:14])[CH3:13])[C:3]1=[O:15].BrBr.C(O[CH2:22][CH3:23])(=O)C. (4) Given the product [CH3:1][C:2]1[CH:11]=[CH:10][C:9]2[C:4](=[CH:5][CH:6]=[CH:7][C:8]=2[O:12][CH2:13][CH2:14][N:15]2[CH2:16][CH2:17][CH:18]([CH2:21][C:22]3[CH:23]=[C:24]([C:25]([N:31]4[CH2:35][CH2:34][CH2:33][CH2:32]4)=[O:26])[CH:28]=[CH:29][CH:30]=3)[CH2:19][CH2:20]2)[N:3]=1, predict the reactants needed to synthesize it. The reactants are: [CH3:1][C:2]1[CH:11]=[CH:10][C:9]2[C:4](=[CH:5][CH:6]=[CH:7][C:8]=2[O:12][CH2:13][CH2:14][N:15]2[CH2:20][CH2:19][CH:18]([CH2:21][C:22]3[CH:23]=[C:24]([CH:28]=[CH:29][CH:30]=3)[C:25](O)=[O:26])[CH2:17][CH2:16]2)[N:3]=1.[NH:31]1[CH2:35][CH2:34][CH2:33][CH2:32]1.